This data is from Reaction yield outcomes from USPTO patents with 853,638 reactions. The task is: Predict the reaction yield, written as a fraction of the theoretical maximum amount of product (1.0 means a 100% yield; for example, 0.34 means a 34% yield). The yield is 0.900. The reactants are [NH:1]1[C:9]2[C:4](=[CH:5][CH:6]=[C:7]([CH:10]=[O:11])[CH:8]=2)[CH:3]=[N:2]1.[C:12](O[C:12]([O:14][C:15]([CH3:18])([CH3:17])[CH3:16])=[O:13])([O:14][C:15]([CH3:18])([CH3:17])[CH3:16])=[O:13]. The catalyst is ClCCl.CN(C)C1C=CN=CC=1. The product is [CH:10]([C:7]1[CH:8]=[C:9]2[C:4]([CH:3]=[N:2][N:1]2[C:12]([O:14][C:15]([CH3:18])([CH3:17])[CH3:16])=[O:13])=[CH:5][CH:6]=1)=[O:11].